From a dataset of Forward reaction prediction with 1.9M reactions from USPTO patents (1976-2016). Predict the product of the given reaction. (1) Given the reactants [C:1]1([C@@H:7]([NH:9][C:10]2[CH:15]=[CH:14][N:13]=[C:12]([C:16]3[N:20]4[CH:21]=[C:22]([C:25]#N)[CH:23]=[CH:24][C:19]4=[N:18][CH:17]=3)[N:11]=2)[CH3:8])[CH:6]=[CH:5][CH:4]=[CH:3][CH:2]=1.[OH-:27].[K+].[OH2:29], predict the reaction product. The product is: [C:1]1([C@@H:7]([NH:9][C:10]2[CH:15]=[CH:14][N:13]=[C:12]([C:16]3[N:20]4[CH:21]=[C:22]([C:25]([OH:29])=[O:27])[CH:23]=[CH:24][C:19]4=[N:18][CH:17]=3)[N:11]=2)[CH3:8])[CH:6]=[CH:5][CH:4]=[CH:3][CH:2]=1. (2) The product is: [F:1][C:2]1[CH:11]=[C:10]2[C:5]([C:6]([NH2:19])=[C:7]([CH3:18])[C:8]([C:12]3[CH:17]=[CH:16][CH:15]=[CH:14][N:13]=3)=[N:9]2)=[CH:4][CH:3]=1. Given the reactants [F:1][C:2]1[CH:11]=[C:10]2[C:5]([C:6]([NH:19]CC3C=CC(OC)=CC=3)=[C:7]([CH3:18])[C:8]([C:12]3[CH:17]=[CH:16][CH:15]=[CH:14][N:13]=3)=[N:9]2)=[CH:4][CH:3]=1.C(O)(C(F)(F)F)=O, predict the reaction product. (3) Given the reactants [Cl:1][C:2]1[S:6][C:5]([C:7](=[O:23])[CH:8]([NH:13][C:14](=O)[C:15]2[CH:20]=[CH:19][C:18]([F:21])=[CH:17][CH:16]=2)[C:9]([O:11][CH3:12])=[O:10])=[CH:4][CH:3]=1.P(Cl)(Cl)(Cl)=O.O, predict the reaction product. The product is: [Cl:1][C:2]1[S:6][C:5]([C:7]2[O:23][C:14]([C:15]3[CH:16]=[CH:17][C:18]([F:21])=[CH:19][CH:20]=3)=[N:13][C:8]=2[C:9]([O:11][CH3:12])=[O:10])=[CH:4][CH:3]=1. (4) Given the reactants [CH:1]([N:4]1[C:8]([O:9][CH2:10][C:11]2[CH:20]=[CH:19][C:18]3[C:13](=[CH:14][CH:15]=[CH:16][CH:17]=3)[N:12]=2)=[CH:7][C:6]([C:21](OC)=[O:22])=[N:5]1)([CH3:3])[CH3:2].[H-].C([Al+]CC(C)C)C(C)C.C(O)C.[Cl-].[NH4+], predict the reaction product. The product is: [CH:1]([N:4]1[C:8]([O:9][CH2:10][C:11]2[CH:20]=[CH:19][C:18]3[C:13](=[CH:14][CH:15]=[CH:16][CH:17]=3)[N:12]=2)=[CH:7][C:6]([CH2:21][OH:22])=[N:5]1)([CH3:3])[CH3:2].